Dataset: Peptide-MHC class II binding affinity with 134,281 pairs from IEDB. Task: Regression. Given a peptide amino acid sequence and an MHC pseudo amino acid sequence, predict their binding affinity value. This is MHC class II binding data. (1) The peptide sequence is AGAWRTAAVELARAL. The MHC is DRB1_0301 with pseudo-sequence DRB1_0301. The binding affinity (normalized) is 0.237. (2) The peptide sequence is SSAGGFFTSVGKGIH. The MHC is DRB1_0401 with pseudo-sequence DRB1_0401. The binding affinity (normalized) is 0.0453. (3) The peptide sequence is APSMEEVAAAAVAVT. The MHC is DRB1_0701 with pseudo-sequence DRB1_0701. The binding affinity (normalized) is 0.187. (4) The peptide sequence is VRVEILRNFYFINRL. The MHC is DRB1_0301 with pseudo-sequence DRB1_0301. The binding affinity (normalized) is 0.440. (5) The peptide sequence is EKKYFAATQFEPIAA. The MHC is HLA-DPA10201-DPB10101 with pseudo-sequence HLA-DPA10201-DPB10101. The binding affinity (normalized) is 0.909. (6) The peptide sequence is EYIEAAKWLLPPPKV. The MHC is HLA-DPA10103-DPB10301 with pseudo-sequence HLA-DPA10103-DPB10301. The binding affinity (normalized) is 0.219.